From a dataset of Forward reaction prediction with 1.9M reactions from USPTO patents (1976-2016). Predict the product of the given reaction. (1) Given the reactants [N:1]1[CH:6]=[CH:5][CH:4]=[C:3]([NH:7][C:8](=[O:15])OCC(Cl)(Cl)Cl)[CH:2]=1.[F:16][C:17]1[CH:22]=[C:21]([F:23])[CH:20]=[CH:19][C:18]=1[C:24]1[CH:29]=[C:28]([N:30]2[CH2:35][CH2:34][NH:33][CH2:32][CH2:31]2)[CH:27]=[CH:26][N:25]=1, predict the reaction product. The product is: [F:16][C:17]1[CH:22]=[C:21]([F:23])[CH:20]=[CH:19][C:18]=1[C:24]1[CH:29]=[C:28]([N:30]2[CH2:31][CH2:32][N:33]([C:8]([NH:7][C:3]3[CH:2]=[N:1][CH:6]=[CH:5][CH:4]=3)=[O:15])[CH2:34][CH2:35]2)[CH:27]=[CH:26][N:25]=1. (2) Given the reactants Br[C:2]1[CH:3]=[C:4]([NH2:10])[C:5]([CH3:9])=[N:6][C:7]=1[Cl:8].[C:11]([C:13]1[CH:18]=[CH:17][C:16](B(O)O)=[CH:15][CH:14]=1)#[N:12].C([O-])([O-])=O.[Na+].[Na+], predict the reaction product. The product is: [NH2:10][C:4]1[CH:3]=[C:2]([C:16]2[CH:17]=[CH:18][C:13]([C:11]#[N:12])=[CH:14][CH:15]=2)[C:7]([Cl:8])=[N:6][C:5]=1[CH3:9]. (3) Given the reactants [F:1][C:2]1[CH:12]=[C:11]([C:13]2[CH:14]=[N:15][C:16]([O:19][CH2:20][CH:21]3[CH2:26][CH2:25][N:24]([CH2:27][C:28]([F:31])([CH3:30])[CH3:29])[CH2:23][CH2:22]3)=[CH:17][CH:18]=2)[CH:10]=[CH:9][C:3]=1[C:4]([O:6]CC)=[O:5].O[Li].O, predict the reaction product. The product is: [F:1][C:2]1[CH:12]=[C:11]([C:13]2[CH:14]=[N:15][C:16]([O:19][CH2:20][CH:21]3[CH2:26][CH2:25][N:24]([CH2:27][C:28]([F:31])([CH3:29])[CH3:30])[CH2:23][CH2:22]3)=[CH:17][CH:18]=2)[CH:10]=[CH:9][C:3]=1[C:4]([OH:6])=[O:5].